From a dataset of Full USPTO retrosynthesis dataset with 1.9M reactions from patents (1976-2016). Predict the reactants needed to synthesize the given product. Given the product [CH3:1][O:2][C:3]1[CH:8]=[CH:7][CH:6]=[CH:5][C:4]=1[CH:9]([CH2:14][C:15]1[CH:20]=[CH:19][CH:18]=[CH:17][CH:16]=1)[C:10]([OH:12])=[O:11], predict the reactants needed to synthesize it. The reactants are: [CH3:1][O:2][C:3]1[CH:8]=[CH:7][CH:6]=[CH:5][C:4]=1[CH:9]([CH2:14][C:15]1[CH:20]=[CH:19][CH:18]=[CH:17][CH:16]=1)[C:10]([O:12]C)=[O:11].[OH-].[Na+].O.